The task is: Predict the product of the given reaction.. This data is from Forward reaction prediction with 1.9M reactions from USPTO patents (1976-2016). Given the reactants [Br:1][C:2]1[CH:3]=[CH:4][C:5]([N+:15]([O-])=O)=[C:6]([NH:8][CH2:9][CH2:10][C:11]([O:13][CH3:14])=[O:12])[CH:7]=1, predict the reaction product. The product is: [NH2:15][C:5]1[CH:4]=[CH:3][C:2]([Br:1])=[CH:7][C:6]=1[NH:8][CH2:9][CH2:10][C:11]([O:13][CH3:14])=[O:12].